From a dataset of Forward reaction prediction with 1.9M reactions from USPTO patents (1976-2016). Predict the product of the given reaction. (1) Given the reactants [H-].[Na+].CO[C:5](=[O:28])[C:6]1[C:11]([Cl:12])=[CH:10][C:9]([Cl:13])=[CH:8][C:7]=1[NH:14][C:15](=[O:27])[CH:16]([C:18]1[CH:23]=[CH:22][C:21]([N+:24]([O-:26])=[O:25])=[CH:20][CH:19]=1)[CH3:17], predict the reaction product. The product is: [Cl:12][C:11]1[CH:10]=[C:9]([Cl:13])[CH:8]=[C:7]2[C:6]=1[C:5](=[O:28])[C:16]([CH3:17])([C:18]1[CH:19]=[CH:20][C:21]([N+:24]([O-:26])=[O:25])=[CH:22][CH:23]=1)[C:15](=[O:27])[NH:14]2. (2) Given the reactants [CH2:1]([NH:6][C:7]([C@:9]([NH:19][C:20](=[O:29])[O:21]CC1C=CN=CC=1)([CH3:18])[CH2:10][C:11]1[CH:16]=[CH:15][C:14]([OH:17])=[CH:13][CH:12]=1)=[O:8])[CH2:2][CH:3]([CH3:5])[CH3:4].[ClH:30].CCO[CH2:34][CH3:35], predict the reaction product. The product is: [ClH:30].[N:6]1[CH:7]=[CH:9][C:34]([CH2:35][N:19]([C@:9]([CH2:10][C:11]2[CH:12]=[CH:13][C:14]([OH:17])=[CH:15][CH:16]=2)([CH3:18])[C:7]([NH:6][CH2:1][CH2:2][CH:3]([CH3:4])[CH3:5])=[O:8])[C:20](=[O:29])[OH:21])=[CH:2][CH:1]=1. (3) Given the reactants [O:1]1[CH:5]=[CH:4][CH:3]=[C:2]1[C:6]1[N:10]([C:11]2[N:16]=[C:15]([C:17]#[N:18])[CH:14]=[CH:13][CH:12]=2)[N:9]=[C:8]([C:19]([F:22])([F:21])[F:20])[CH:7]=1, predict the reaction product. The product is: [O:1]1[CH:5]=[CH:4][CH:3]=[C:2]1[C:6]1[N:10]([C:11]2[N:16]=[C:15]([CH2:17][NH2:18])[CH:14]=[CH:13][CH:12]=2)[N:9]=[C:8]([C:19]([F:21])([F:20])[F:22])[CH:7]=1. (4) Given the reactants [C:1](OC)(OC)(OC)[CH2:2][CH3:3].[CH3:10][C:11]1([CH3:40])[CH2:20][CH2:19][C:18]2[N:17]=[CH:16][N:15]=[C:14]([N:21]3[CH2:27][C:26]4[CH:28]=[C:29]([C:32]5[CH:33]=[C:34]([NH2:39])[C:35]([NH2:38])=[N:36][CH:37]=5)[CH:30]=[CH:31][C:25]=4[O:24][CH2:23][CH2:22]3)[C:13]=2[CH2:12]1, predict the reaction product. The product is: [CH3:10][C:11]1([CH3:40])[CH2:20][CH2:19][C:18]2[N:17]=[CH:16][N:15]=[C:14]([N:21]3[CH2:27][C:26]4[CH:28]=[C:29]([C:32]5[CH:33]=[C:34]6[N:39]=[C:1]([CH2:2][CH3:3])[NH:38][C:35]6=[N:36][CH:37]=5)[CH:30]=[CH:31][C:25]=4[O:24][CH2:23][CH2:22]3)[C:13]=2[CH2:12]1.